This data is from Peptide-MHC class I binding affinity with 185,985 pairs from IEDB/IMGT. The task is: Regression. Given a peptide amino acid sequence and an MHC pseudo amino acid sequence, predict their binding affinity value. This is MHC class I binding data. The peptide sequence is DEGFHAATV. The MHC is HLA-B18:01 with pseudo-sequence HLA-B18:01. The binding affinity (normalized) is 0.596.